Dataset: Catalyst prediction with 721,799 reactions and 888 catalyst types from USPTO. Task: Predict which catalyst facilitates the given reaction. (1) Product: [C:22]([O:26][C:27](=[O:28])[N:10]([C:4]1[CH:5]=[CH:6][C:7]([CH:8]=[O:9])=[C:2]([F:1])[N:3]=1)[CH2:11][C:12]1[CH:13]=[N:14][C:15]([C:18]([F:21])([F:19])[F:20])=[CH:16][CH:17]=1)([CH3:25])([CH3:24])[CH3:23]. The catalyst class is: 453. Reactant: [F:1][C:2]1[C:7]([CH:8]=[O:9])=[CH:6][CH:5]=[C:4]([NH:10][CH2:11][C:12]2[CH:13]=[N:14][C:15]([C:18]([F:21])([F:20])[F:19])=[CH:16][CH:17]=2)[N:3]=1.[C:22]([O:26][C:27](O[C:27]([O:26][C:22]([CH3:25])([CH3:24])[CH3:23])=[O:28])=[O:28])([CH3:25])([CH3:24])[CH3:23]. (2) Reactant: Br[C:2]1[N:3]=[CH:4][C:5]([NH2:8])=[N:6][CH:7]=1.CC1(C)C(C)(C)OB(B2OC(C)(C)C(C)(C)O2)O1.CC([O-])=O.[K+].C(Cl)Cl.[Br:35][C:36]1[CH:41]=[CH:40][C:39](I)=[C:38]([F:43])[CH:37]=1.C([O-])([O-])=O.[K+].[K+]. Product: [Br:35][C:36]1[CH:41]=[CH:40][C:39]([C:2]2[N:3]=[CH:4][C:5]([NH2:8])=[N:6][CH:7]=2)=[C:38]([F:43])[CH:37]=1. The catalyst class is: 75.